From a dataset of Full USPTO retrosynthesis dataset with 1.9M reactions from patents (1976-2016). Predict the reactants needed to synthesize the given product. (1) Given the product [CH3:18][C:17]1[O:20][C:21]([C:22]2[CH:7]=[CH:6][CH:5]=[CH:4][CH:3]=2)=[N:1][C:9]=1[CH2:8][CH2:26][O:27][C:5]1[CH:6]=[CH:7][CH:8]=[C:9]2[C:4]=1[CH:3]=[N:2][N:1]2[CH2:12][CH2:11][C:10]([O:14][CH2:15][CH3:16])=[O:13], predict the reactants needed to synthesize it. The reactants are: [N-:1]1[C:9]2[C:4](=[CH:5][CH:6]=[CH:7][CH:8]=2)[CH:3]=[N:2]1.[C:10]([O:14][CH2:15][CH3:16])(=[O:13])[CH:11]=[CH2:12].[C:17]([O:20][CH2:21][CH3:22])(=O)[CH3:18].CN([CH:26]=[O:27])C. (2) Given the product [CH3:15][S:12]([C:6]1[CH:7]=[C:8]([B:17]2[O:21][C:20]([CH3:23])([CH3:22])[C:19]([CH3:25])([CH3:24])[O:18]2)[CH:9]=[CH:10][C:5]=1[C:4]([O:3][CH2:1][CH3:2])=[O:16])(=[O:14])=[O:13], predict the reactants needed to synthesize it. The reactants are: [CH2:1]([O:3][C:4](=[O:16])[C:5]1[CH:10]=[CH:9][C:8](Br)=[CH:7][C:6]=1[S:12]([CH3:15])(=[O:14])=[O:13])[CH3:2].[B:17]1([B:17]2[O:21][C:20]([CH3:23])([CH3:22])[C:19]([CH3:25])([CH3:24])[O:18]2)[O:21][C:20]([CH3:23])([CH3:22])[C:19]([CH3:25])([CH3:24])[O:18]1.C([O-])(=O)C.[K+].CS(C)=O. (3) The reactants are: [Cl:1][C:2]1[CH:31]=[CH:30][C:5]2[N:6](S(=O)(=O)N(C)C)[C:7]([C:9]3([C:22]#[N:23])[CH2:14][CH2:13][N:12](C(OC(C)(C)C)=O)[CH2:11][CH2:10]3)=[N:8][C:4]=2[CH:3]=1.Cl.CC(O)C. Given the product [Cl:1][C:2]1[CH:31]=[CH:30][C:5]2[NH:6][C:7]([C:9]3([C:22]#[N:23])[CH2:14][CH2:13][NH:12][CH2:11][CH2:10]3)=[N:8][C:4]=2[CH:3]=1, predict the reactants needed to synthesize it. (4) Given the product [OH:4][C:5]1[C:14]([O:15][CH3:16])=[CH:13][CH:12]=[C:11]2[C:6]=1[CH2:7][CH2:8][CH2:9][C:10]2=[O:22], predict the reactants needed to synthesize it. The reactants are: C([O:4][C:5]1[C:14]([O:15][CH3:16])=[CH:13][CH:12]=[C:11]2[C:6]=1[CH2:7][CH2:8][CH2:9][CH2:10]2)(=O)C.C(C1C(=O)C(Cl)=C(Cl)C(=[O:22])C=1C#N)#N.C1(=O)C2C(=CC=CC=2)CCC1. (5) The reactants are: [Br:1][C:2]1[C:3]([OH:15])=[N:4][CH:5]=[C:6]([CH2:8][CH2:9][C:10]([O:12][CH2:13][CH3:14])=[O:11])[CH:7]=1.[F:16][C:17]([F:27])([F:26])[C:18]1[CH:25]=[CH:24][C:21]([CH2:22]Br)=[CH:20][CH:19]=1. Given the product [Br:1][C:2]1[CH:7]=[C:6]([CH2:8][CH2:9][C:10]([O:12][CH2:13][CH3:14])=[O:11])[CH:5]=[N:4][C:3]=1[O:15][CH2:22][C:21]1[CH:20]=[CH:19][C:18]([C:17]([F:16])([F:26])[F:27])=[CH:25][CH:24]=1, predict the reactants needed to synthesize it. (6) Given the product [NH2:28][C:25]1[CH:24]=[CH:23][C:22]([CH2:21][NH:20][C:12]2[C:13]3[C:18]([CH3:19])=[N:17][CH:16]=[N:15][C:14]=3[N:9]([O:8][CH2:1][C:2]3[CH:3]=[CH:4][CH:5]=[CH:6][CH:7]=3)[C:10](=[O:31])[CH:11]=2)=[CH:27][CH:26]=1, predict the reactants needed to synthesize it. The reactants are: [CH2:1]([O:8][N:9]1[C:14]2[N:15]=[CH:16][N:17]=[C:18]([CH3:19])[C:13]=2[C:12]([NH:20][CH2:21][C:22]2[CH:27]=[CH:26][C:25]([N+:28]([O-])=O)=[CH:24][CH:23]=2)=[CH:11][C:10]1=[O:31])[C:2]1[CH:7]=[CH:6][CH:5]=[CH:4][CH:3]=1.[Cl-].[NH4+].C(Cl)(Cl)Cl.C(=O)(O)[O-].[Na+].